Dataset: Forward reaction prediction with 1.9M reactions from USPTO patents (1976-2016). Task: Predict the product of the given reaction. (1) Given the reactants [Cl:1][C:2]1[CH:3]=[CH:4][C:5]([O:25][CH3:26])=[C:6]([NH:8][C:9](=[O:24])[CH2:10][N:11]2[C:15]3[CH2:16][NH:17][CH2:18][CH2:19][C:14]=3[C:13]([C:20]([F:23])([F:22])[F:21])=[N:12]2)[CH:7]=1.Br[CH2:28][C:29]([O:31][CH2:32][CH3:33])=[O:30].C(=O)([O-])[O-].[K+].[K+], predict the reaction product. The product is: [Cl:1][C:2]1[CH:3]=[CH:4][C:5]([O:25][CH3:26])=[C:6]([NH:8][C:9](=[O:24])[CH2:10][N:11]2[C:15]3[CH2:16][N:17]([CH2:28][C:29]([O:31][CH2:32][CH3:33])=[O:30])[CH2:18][CH2:19][C:14]=3[C:13]([C:20]([F:23])([F:22])[F:21])=[N:12]2)[CH:7]=1. (2) Given the reactants [Cl:1][C:2]1[CH:7]=[CH:6][C:5]([C:8](=[O:18])[NH:9][CH2:10][C:11]2[CH:16]=[CH:15][CH:14]=[C:13]([Cl:17])[CH:12]=2)=[CH:4][C:3]=1[NH:19][C:20]([C:22]1[C:35](=[O:36])[NH:34][C:25]2[N:26]=[C:27](S(C)(=O)=O)[N:28]=[CH:29][C:24]=2[CH:23]=1)=[O:21].CN(C=O)C.[CH3:42][C:43]1([CH3:50])[O:47][CH:46]([CH2:48][NH2:49])[CH2:45][O:44]1, predict the reaction product. The product is: [Cl:1][C:2]1[CH:7]=[CH:6][C:5]([C:8](=[O:18])[NH:9][CH2:10][C:11]2[CH:16]=[CH:15][CH:14]=[C:13]([Cl:17])[CH:12]=2)=[CH:4][C:3]=1[NH:19][C:20]([C:22]1[C:35](=[O:36])[NH:34][C:25]2[N:26]=[C:27]([NH:49][CH2:48][CH:46]3[CH2:45][O:44][C:43]([CH3:50])([CH3:42])[O:47]3)[N:28]=[CH:29][C:24]=2[CH:23]=1)=[O:21].